Dataset: Retrosynthesis with 50K atom-mapped reactions and 10 reaction types from USPTO. Task: Predict the reactants needed to synthesize the given product. (1) Given the product O=C(O)[C@@H]1Cc2ccccc2N1, predict the reactants needed to synthesize it. The reactants are: N[C@@H](Cc1ccccc1Br)C(=O)O. (2) Given the product Cn1cc(-c2ccnc3c2cc([Si](C)(C)C)n3S(=O)(=O)c2ccccc2)c(-c2ccc([N+](=O)[O-])cc2)n1, predict the reactants needed to synthesize it. The reactants are: C[Si](C)(C)c1cc2c(Br)ccnc2n1S(=O)(=O)c1ccccc1.Cn1cc(B2OC(C)(C)C(C)(C)O2)c(-c2ccc([N+](=O)[O-])cc2)n1. (3) Given the product COc1ccc(C2=NN(C3CCN(C(=O)CN4C(=O)CCCC4=O)CC3)C(=O)C2(C)C)cc1OC, predict the reactants needed to synthesize it. The reactants are: COc1ccc(C2=NN(C3CCN(C(=O)CCl)CC3)C(=O)C2(C)C)cc1OC.O=C1CCCC(=O)N1. (4) The reactants are: C#Cc1ccc(CO)cc1.NCc1ccc(I)cc1. Given the product NCc1ccc(C#Cc2ccc(CO)cc2)cc1, predict the reactants needed to synthesize it. (5) Given the product Nc1cccc2c1B(O)OC2, predict the reactants needed to synthesize it. The reactants are: O=[N+]([O-])c1cccc2c1B(O)OC2.